Dataset: HIV replication inhibition screening data with 41,000+ compounds from the AIDS Antiviral Screen. Task: Binary Classification. Given a drug SMILES string, predict its activity (active/inactive) in a high-throughput screening assay against a specified biological target. (1) The drug is C=CCN(N=O)C(=O)ON1C(=O)CCC1=O. The result is 0 (inactive). (2) The molecule is CCCCCCCCCCCCCCCCOC1OC(COC(C)=O)C(OC(C)=O)C(OC(C)=O)C1OC(C)=O. The result is 0 (inactive). (3) The molecule is C=CCNc1nc2c(s1)c(C)c(O)c1ccccc12. The result is 0 (inactive). (4) The molecule is CCOC(=O)C(C)(C)C(OP(=S)(OCC)OCC)=C(C)C. The result is 0 (inactive). (5) The drug is CSC(=S)CC(O)C1CC2c3ccccc3C1c1ccccc12. The result is 0 (inactive).